This data is from Forward reaction prediction with 1.9M reactions from USPTO patents (1976-2016). The task is: Predict the product of the given reaction. (1) Given the reactants I[C:2]1[CH:7]=[CH:6][C:5]([N:8]2[C:12](=[O:13])[CH2:11][C:10](=[O:14])[NH:9]2)=[CH:4][CH:3]=1.[C:15]1(B(O)O)[CH:20]=[CH:19][CH:18]=[CH:17][CH:16]=1.CO.C([O-])([O-])=O.[Na+].[Na+], predict the reaction product. The product is: [C:2]1([C:15]2[CH:20]=[CH:19][CH:18]=[CH:17][CH:16]=2)[CH:7]=[CH:6][C:5]([N:8]2[C:12](=[O:13])[CH2:11][C:10](=[O:14])[NH:9]2)=[CH:4][CH:3]=1. (2) Given the reactants [OH:1][C:2]1[CH:7]=[CH:6][C:5]([C:8]2[CH:13]=[CH:12][CH:11]=[C:10]([C:14](=[O:16])[CH3:15])[CH:9]=2)=[CH:4][C:3]=1I.C1(P(C2CCCCC2)C2CCCCC2)C(C2C=CC=CC=2)=CC=CC=1.C(NC(C)C)(C)C.[CH2:50]([N:54]1[CH2:58][CH2:57][CH2:56][C@H:55]1[CH3:59])[CH2:51][C:52]#[CH:53], predict the reaction product. The product is: [CH3:59][C@@H:55]1[CH2:56][CH2:57][CH2:58][N:54]1[CH2:50][CH2:51][C:52]1[O:1][C:2]2[CH:7]=[CH:6][C:5]([C:8]3[CH:9]=[C:10]([C:14](=[O:16])[CH3:15])[CH:11]=[CH:12][CH:13]=3)=[CH:4][C:3]=2[CH:53]=1. (3) Given the reactants [CH2:1]([N:8]1[C@@H:13]2[CH2:14][CH2:15][C@@:9]1([C:17]1[CH:22]=[CH:21][CH:20]=[CH:19][CH:18]=1)[C@H:10]([OH:16])[CH2:11][CH2:12]2)[C:2]1[CH:7]=[CH:6][CH:5]=[CH:4][CH:3]=1.[H-].[Na+].[CH3:25][O:26][C:27]1[CH:34]=[CH:33][C:32]([O:35][C:36]([F:39])([F:38])[F:37])=[CH:31][C:28]=1[CH2:29]Br.O, predict the reaction product. The product is: [CH2:1]([N:8]1[C@@H:13]2[CH2:14][CH2:15][C@@:9]1([C:17]1[CH:22]=[CH:21][CH:20]=[CH:19][CH:18]=1)[C@H:10]([O:16][CH2:29][C:28]1[CH:31]=[C:32]([O:35][C:36]([F:37])([F:38])[F:39])[CH:33]=[CH:34][C:27]=1[O:26][CH3:25])[CH2:11][CH2:12]2)[C:2]1[CH:3]=[CH:4][CH:5]=[CH:6][CH:7]=1. (4) Given the reactants [F:1][C:2]1[C:12]([SH:13])=[CH:11][CH:10]=[CH:9][C:3]=1[C:4]([O:6][CH2:7][CH3:8])=[O:5].ClN1C(=O)CCC1=O.[Cl:22][C:23]1[C:31]([F:32])=[C:30]2[C:26]([CH:27]=[C:28]([CH3:33])[NH:29]2)=[CH:25][CH:24]=1, predict the reaction product. The product is: [Cl:22][C:23]1[C:31]([F:32])=[C:30]2[C:26]([C:27]([S:13][C:12]3[C:2]([F:1])=[C:3]([CH:9]=[CH:10][CH:11]=3)[C:4]([O:6][CH2:7][CH3:8])=[O:5])=[C:28]([CH3:33])[NH:29]2)=[CH:25][CH:24]=1. (5) Given the reactants BrC1C2C([NH:11][CH:12]3[CH2:17][CH2:16][CH:15]([N:18]([CH3:20])[CH3:19])[CH2:14][CH2:13]3)=NC=NC=2SC=1CC.C(C1SC2N=CN=C(NC3CCC(N(C)C)CC3)C=2C=1)C.BrBr, predict the reaction product. The product is: [CH3:19][N:18]([CH3:20])[CH:15]1[CH2:16][CH2:17][CH:12]([NH2:11])[CH2:13][CH2:14]1. (6) Given the reactants Cl.[NH2:2]CC1C=C2C(=CC=1)C(=O)N(C1CCC(=O)NC1=O)C2.[N+:22]([C:25]1[CH:26]=[C:27]([N:31]=[C:32]=[O:33])[CH:28]=[CH:29][CH:30]=1)([O-:24])=[O:23], predict the reaction product. The product is: [N+:22]([C:25]1[CH:26]=[C:27]([NH:31][C:32](=[O:33])[NH2:2])[CH:28]=[CH:29][CH:30]=1)([O-:24])=[O:23]. (7) Given the reactants Cl.[Cl:2][C:3]1[CH:8]=[CH:7][C:6](N)=[CH:5][C:4]=1[C:10]([F:13])([F:12])[F:11].N([O-])=O.[Na+].O(CC)C([S-])=[S:20].[K+], predict the reaction product. The product is: [Cl:2][C:3]1[CH:8]=[CH:7][C:6]([SH:20])=[CH:5][C:4]=1[C:10]([F:13])([F:12])[F:11].